Predict the reaction yield, written as a fraction of the theoretical maximum amount of product (1.0 means a 100% yield; for example, 0.34 means a 34% yield). From a dataset of Reaction yield outcomes from USPTO patents with 853,638 reactions. (1) The reactants are Cl[C:2]1[C:3]2[CH:10]=[CH:9][S:8][C:4]=2[N:5]=[CH:6][N:7]=1.[C:11]([N:14]1[CH2:19][CH2:18][CH:17]([C:20]2[N:21]=[C:22]([NH:25][C:26]3[N:31]=[CH:30][C:29]([S:32]CCC(OC)=O)=[CH:28][C:27]=3[O:39][C:40]3[CH:45]=[CH:44][CH:43]=[CH:42][CH:41]=3)[S:23][CH:24]=2)[CH2:16][CH2:15]1)(=[O:13])[CH3:12].CC([O-])(C)C.[K+]. The catalyst is CS(C)=O. The product is [O:39]([C:27]1[C:26]([NH:25][C:22]2[S:23][CH:24]=[C:20]([CH:17]3[CH2:16][CH2:15][N:14]([C:11](=[O:13])[CH3:12])[CH2:19][CH2:18]3)[N:21]=2)=[N:31][CH:30]=[C:29]([S:32][C:2]2[C:3]3[CH:10]=[CH:9][S:8][C:4]=3[N:5]=[CH:6][N:7]=2)[CH:28]=1)[C:40]1[CH:41]=[CH:42][CH:43]=[CH:44][CH:45]=1. The yield is 0.460. (2) The reactants are [OH-].[Li+].[CH3:3][C:4]1[CH:5]=[C:6]([CH:11]=[CH:12][C:13]=1[N:14]1[CH2:19][CH2:18][CH2:17][CH2:16][CH2:15]1)[C:7]([O:9]C)=[O:8]. The catalyst is C1COCC1.O. The product is [CH3:3][C:4]1[CH:5]=[C:6]([CH:11]=[CH:12][C:13]=1[N:14]1[CH2:19][CH2:18][CH2:17][CH2:16][CH2:15]1)[C:7]([OH:9])=[O:8]. The yield is 0.890. (3) The reactants are [Br:1][C:2]1[CH:3]=[C:4]2[C:10]([C:11]([OH:13])=O)=[N:9][NH:8][C:5]2=[N:6][CH:7]=1.C1N=CN(C(N2C=NC=C2)=O)C=1.Cl.[CH3:27][NH:28][O:29][CH3:30]. The catalyst is CN(C=O)C. The product is [Br:1][C:2]1[CH:3]=[C:4]2[C:10]([C:11]([N:28]([O:29][CH3:30])[CH3:27])=[O:13])=[N:9][NH:8][C:5]2=[N:6][CH:7]=1. The yield is 0.920.